From a dataset of Full USPTO retrosynthesis dataset with 1.9M reactions from patents (1976-2016). Predict the reactants needed to synthesize the given product. (1) Given the product [CH3:15][C@@H:16]1[N:21]([CH:2]2[C:10]3[C:5](=[CH:6][CH:7]=[C:8]([C:11]([F:14])([F:13])[F:12])[CH:9]=3)[CH2:4][CH2:3]2)[CH2:20][CH2:19][N:18]([C:22]([O:24][C:25]([CH3:26])([CH3:28])[CH3:27])=[O:23])[CH2:17]1, predict the reactants needed to synthesize it. The reactants are: Cl[CH:2]1[C:10]2[C:5](=[CH:6][CH:7]=[C:8]([C:11]([F:14])([F:13])[F:12])[CH:9]=2)[CH2:4][CH2:3]1.[CH3:15][C@@H:16]1[NH:21][CH2:20][CH2:19][N:18]([C:22]([O:24][C:25]([CH3:28])([CH3:27])[CH3:26])=[O:23])[CH2:17]1.[I-].[Na+].C(N(CC)CC)C. (2) Given the product [C:12]1([CH2:18][CH2:19][CH2:20][CH:21]([O:27][Si:28]([CH:35]([CH3:37])[CH3:36])([CH:32]([CH3:34])[CH3:33])[CH:29]([CH3:30])[CH3:31])[CH2:22][CH2:23][C:24]([C:10]2[O:11][C:7]([C:2]3[CH:3]=[CH:4][CH:5]=[CH:6][N:1]=3)=[CH:8][N:9]=2)=[O:25])[CH:17]=[CH:16][CH:15]=[CH:14][CH:13]=1, predict the reactants needed to synthesize it. The reactants are: [N:1]1[CH:6]=[CH:5][CH:4]=[CH:3][C:2]=1[C:7]1[O:11][CH:10]=[N:9][CH:8]=1.[C:12]1([CH2:18][CH2:19][CH2:20][CH:21]([O:27][Si:28]([CH:35]([CH3:37])[CH3:36])([CH:32]([CH3:34])[CH3:33])[CH:29]([CH3:31])[CH3:30])[CH2:22][CH2:23][C:24](O)=[O:25])[CH:17]=[CH:16][CH:15]=[CH:14][CH:13]=1. (3) The reactants are: C([N+](CCCC)(CCCC)CCCC)CCC.[P:18]([O:22][CH2:23][C@@H:24]1[C@@H:28]([O:29][P:30]([O:33][CH2:34][C@@H:35]2[C@@H:39]([OH:40])[C@@H:38]([OH:41])[C@H:37]([N:42]3[CH:50]=[N:49][C:48]4[C:43]3=[N:44][CH:45]=[N:46][C:47]=4[NH2:51])[O:36]2)([OH:32])=[O:31])[CH2:27][C@H:26]([N:52]2[CH:57]=[CH:56][C:55]([NH2:58])=[N:54][C:53]2=[O:59])[O:25]1)([OH:21])([OH:20])=[O:19].[N:60]([C:63]1[CH:95]=[CH:94][C:66]([CH2:67][O:68][C:69]([NH:71][CH2:72][C@@H:73]([S:91][S:92][CH3:93])[CH2:74][CH2:75][C@H:76]([NH:83][C:84]([O:86][C:87]([CH3:90])([CH3:89])[CH3:88])=[O:85])[C:77](OCC#N)=[O:78])=[O:70])=[CH:65][CH:64]=1)=[N+:61]=[N-:62]. Given the product [N:60]([C:63]1[CH:64]=[CH:65][C:66]([CH2:67][O:68][C:69]([NH:71][CH2:72][C@H:73]([S:91][S:92][CH3:93])[CH2:74][CH2:75][C@@H:76]([NH:83][C:84]([O:86][C:87]([CH3:89])([CH3:90])[CH3:88])=[O:85])[C:77]([O:40][C@H:39]2[C@@H:38]([OH:41])[C@@H:37]([N:42]3[CH:50]=[N:49][C:48]4[C:43]3=[N:44][CH:45]=[N:46][C:47]=4[NH2:51])[O:36][C@H:35]2[CH2:34][O:33][P:30]([O:29][C@H:28]2[CH2:27][C@H:26]([N:52]3[CH:57]=[CH:56][C:55]([NH2:58])=[N:54][C:53]3=[O:59])[O:25][C@@H:24]2[CH2:23][O:22][P:18]([OH:21])([OH:20])=[O:19])([OH:32])=[O:31])=[O:78])=[O:70])=[CH:94][CH:95]=1)=[N+:61]=[N-:62], predict the reactants needed to synthesize it. (4) Given the product [C:23]([C:22]1[CH:25]=[CH:26][C:27]([CH3:28])=[C:20]([NH:19][C:14](=[O:15])[C:13]2[CH:17]=[CH:18][C:10]([O:9][CH2:8][C:3]3[CH:4]=[CH:5][CH:6]=[CH:7][N:2]=3)=[CH:11][CH:12]=2)[CH:21]=1)#[N:24], predict the reactants needed to synthesize it. The reactants are: Cl.[N:2]1[CH:7]=[CH:6][CH:5]=[CH:4][C:3]=1[CH2:8][O:9][C:10]1[CH:18]=[CH:17][C:13]([C:14](Cl)=[O:15])=[CH:12][CH:11]=1.[NH2:19][C:20]1[CH:21]=[C:22]([CH:25]=[CH:26][C:27]=1[CH3:28])[C:23]#[N:24]. (5) The reactants are: [Br:1][C:2]1[CH:3]=[CH:4][C:5]2[O:10][CH2:9][C:8](=[O:11])[NH:7][C:6]=2[CH:12]=1.Cl[CH2:14][CH2:15][CH2:16][O:17][CH3:18].[F-].[K+].[I-].[K+]. Given the product [Br:1][C:2]1[CH:3]=[CH:4][C:5]2[O:10][CH2:9][C:8](=[O:11])[N:7]([CH2:14][CH2:15][CH2:16][O:17][CH3:18])[C:6]=2[CH:12]=1, predict the reactants needed to synthesize it. (6) Given the product [CH2:1]([O:5][CH:6]1[C:15]2[C:10](=[CH:11][CH:12]=[CH:13][CH:14]=2)[C:9](=[O:16])[N:8]([CH2:17][CH:18]2[CH2:19][CH2:20]2)[C:7]1(/[CH:30]=[CH:31]/[C:32]([NH2:38])=[O:34])[CH2:21][NH:22][C:23]([O:25][C:26]([CH3:27])([CH3:29])[CH3:28])=[O:24])[CH2:2][CH2:3][CH3:4], predict the reactants needed to synthesize it. The reactants are: [CH2:1]([O:5][CH:6]1[C:15]2[C:10](=[CH:11][CH:12]=[CH:13][CH:14]=2)[C:9](=[O:16])[N:8]([CH2:17][CH:18]2[CH2:20][CH2:19]2)[C:7]1(/[CH:30]=[CH:31]/[C:32]([OH:34])=O)[CH2:21][NH:22][C:23]([O:25][C:26]([CH3:29])([CH3:28])[CH3:27])=[O:24])[CH2:2][CH2:3][CH3:4].Cl.C([N:38]=C=NCCCN(C)C)C.[NH4+].ON1C2C=CC=CC=2N=N1.O. (7) The reactants are: C([N:8]1[CH2:13][CH2:12][O:11][CH:10]([CH:14]=[CH:15][C:16]2[CH:17]=[C:18]([CH2:39][O:40][C:41]3[CH:46]=[CH:45][CH:44]=[CH:43][C:42]=3[CH2:47][C:48]([O:50][C:51]([CH3:54])([CH3:53])[CH3:52])=[O:49])[CH:19]=[C:20]([C:22]3[CH:27]=[CH:26][CH:25]=[C:24]([C@H:28]([NH:30][C:31]([O:33][C:34]([CH3:37])([CH3:36])[CH3:35])=[O:32])[CH3:29])[C:23]=3[F:38])[CH:21]=2)[CH2:9]1)C1C=CC=CC=1.ClC(Cl)CCl.[H][H]. Given the product [C:34]([O:33][C:31]([NH:30][C@@H:28]([C:24]1[C:23]([F:38])=[C:22]([C:20]2[CH:21]=[C:16]([CH2:15][CH2:14][CH:10]3[O:11][CH2:12][CH2:13][NH:8][CH2:9]3)[CH:17]=[C:18]([CH2:39][O:40][C:41]3[CH:46]=[CH:45][CH:44]=[CH:43][C:42]=3[CH2:47][C:48]([O:50][C:51]([CH3:54])([CH3:53])[CH3:52])=[O:49])[CH:19]=2)[CH:27]=[CH:26][CH:25]=1)[CH3:29])=[O:32])([CH3:37])([CH3:35])[CH3:36], predict the reactants needed to synthesize it. (8) Given the product [CH2:5]([O:12][C:13]1[CH:14]=[C:15]2[C:16]([CH:17]=[N:1][N:21]2[CH2:22][CH:23]([OH:25])[CH3:24])=[CH:19][CH:20]=1)[C:6]1[CH:11]=[CH:10][CH:9]=[CH:8][CH:7]=1, predict the reactants needed to synthesize it. The reactants are: [N:1]([O-])=O.[Na+].[CH2:5]([O:12][C:13]1[CH:20]=[CH:19][C:16]([CH:17]=O)=[C:15]([NH:21][CH2:22][CH:23]([OH:25])[CH3:24])[CH:14]=1)[C:6]1[CH:11]=[CH:10][CH:9]=[CH:8][CH:7]=1.